Dataset: Reaction yield outcomes from USPTO patents with 853,638 reactions. Task: Predict the reaction yield, written as a fraction of the theoretical maximum amount of product (1.0 means a 100% yield; for example, 0.34 means a 34% yield). (1) The reactants are [F:1][C:2]1[CH:3]=[C:4]2[C:8](=[CH:9][CH:10]=1)[N:7]([CH3:11])[CH:6]=[C:5]2[C:12]([OH:14])=O.C(Cl)(=O)C(Cl)=O.[NH2:21][C:22]1[C:27]([Cl:28])=[CH:26][C:25]([CH2:29][C:30]([O:32][CH2:33][CH3:34])=[O:31])=[C:24]([F:35])[CH:23]=1.C(N(CC)CC)C. The catalyst is C(Cl)Cl.Cl. The product is [Cl:28][C:27]1[C:22]([NH:21][C:12]([C:5]2[C:4]3[C:8](=[CH:9][CH:10]=[C:2]([F:1])[CH:3]=3)[N:7]([CH3:11])[CH:6]=2)=[O:14])=[CH:23][C:24]([F:35])=[C:25]([CH2:29][C:30]([O:32][CH2:33][CH3:34])=[O:31])[CH:26]=1. The yield is 0.470. (2) The reactants are [CH3:1][O:2][C:3]1[CH:20]=[CH:19][CH:18]=[CH:17][C:4]=1[C:5]([S:7][C:8]1[CH:16]=[CH:15][CH:14]=[CH:13][C:9]=1[C:10](O)=[O:11])=O.C([N:23](CC)CC)C.ClC(OCC)=O.[N-]=[N+]=[N-].[Na+].C(P(CCCC)CCCC)CCC. The catalyst is CC(C)=O.O. The product is [CH3:1][O:2][C:3]1[CH:20]=[CH:19][CH:18]=[CH:17][C:4]=1[C:5]1[S:7][C:8]2[CH:16]=[CH:15][CH:14]=[CH:13][C:9]=2[C:10](=[O:11])[N:23]=1. The yield is 0.560. (3) The catalyst is CCO.O. The reactants are [CH3:1][NH:2][C:3]1[CH:17]=[CH:16][C:6]([O:7][C:8]2[CH:13]=[CH:12][N:11]=[C:10]([C:14]#[N:15])[CH:9]=2)=[CH:5][C:4]=1[N+:18]([O-])=O.C([O-])([O-])=O.[Na+].[Na+].[O-]S(S([O-])=O)=O.[Na+].[Na+].CC(OO)=O. The yield is 0.760. The product is [CH3:1][NH:2][C:3]1[CH:17]=[CH:16][C:6]([O:7][C:8]2[CH:13]=[CH:12][N:11]=[C:10]([C:14]#[N:15])[CH:9]=2)=[CH:5][C:4]=1[NH2:18]. (4) The yield is 0.850. The product is [OH:9][C@H:8]([CH2:19][CH2:18][I:14])[C:3]([O:4][CH3:5])=[O:7]. The catalyst is ClCCl. The reactants are O[C@@H]1C[CH2:5][O:4][C:3]1=[O:7].[CH3:8][OH:9].[Si]([I:14])(C)(C)C.CC(=O)O[CH2:18][CH3:19]. (5) The reactants are C([O-])(=O)C([O-])=O.C([O:14][C:15]1[CH:20]=[CH:19][C:18]([CH:21]([OH:40])[CH2:22][NH:23][C:24]([CH3:39])([CH3:38])[CH2:25][CH2:26][N:27]2[CH:31]=[C:30]([C:32]3[CH:37]=[CH:36][CH:35]=[CH:34][CH:33]=3)[N:29]=[CH:28]2)=[CH:17][C:16]=1[NH:41][S:42]([CH3:45])(=[O:44])=[O:43])C1C=CC=CC=1.[H][H]. The catalyst is CO.[Pd]. The product is [CH3:39][C:24]([NH:23][CH2:22][CH:21]([C:18]1[CH:19]=[CH:20][C:15]([OH:14])=[C:16]([NH:41][S:42]([CH3:45])(=[O:44])=[O:43])[CH:17]=1)[OH:40])([CH3:38])[CH2:25][CH2:26][N:27]1[CH:31]=[C:30]([C:32]2[CH:33]=[CH:34][CH:35]=[CH:36][CH:37]=2)[N:29]=[CH:28]1. The yield is 0.930. (6) The reactants are [CH3:1][P:2](Cl)([CH3:4])=[O:3].[H-].[Na+].[CH:8]1[C:13]([N+:14]([O-:16])=[O:15])=[CH:12][CH:11]=[C:10]([OH:17])[CH:9]=1. The catalyst is O1CCCC1. The product is [N+:14]([C:13]1[CH:12]=[CH:11][C:10]([O:17][P:2]([CH3:4])([CH3:1])=[O:3])=[CH:9][CH:8]=1)([O-:16])=[O:15]. The yield is 0.260.